This data is from Forward reaction prediction with 1.9M reactions from USPTO patents (1976-2016). The task is: Predict the product of the given reaction. Given the reactants [N+:1](=[CH:3][C:4]([O:6][CH2:7][CH3:8])=[O:5])=[N-:2].[CH3:9][O:10][C:11]1[CH:16]=[CH:15][C:14]([C:17]2([C:24]3[CH:29]=[CH:28][C:27]([O:30][CH3:31])=[CH:26][CH:25]=3)[CH2:22][CH2:21][C:20](=O)[CH:19]=[CH:18]2)=[CH:13][CH:12]=1.C([N-]C(C)C)(C)C.[Li+].C([Li])CCC, predict the reaction product. The product is: [CH3:31][O:30][C:27]1[CH:26]=[CH:25][C:24]([C:17]2([C:14]3[CH:13]=[CH:12][C:11]([O:10][CH3:9])=[CH:16][CH:15]=3)[CH2:18][C:19]3[NH:2][N:1]=[C:3]([C:4]([O:6][CH2:7][CH3:8])=[O:5])[C:20]=3[CH:21]=[CH:22]2)=[CH:29][CH:28]=1.